Dataset: Forward reaction prediction with 1.9M reactions from USPTO patents (1976-2016). Task: Predict the product of the given reaction. (1) Given the reactants CN(C)CCCN=C=NCC.[CH2:12]([NH:19][CH2:20][CH2:21][NH:22][C:23]1[N:24]=[CH:25][C:26](/[CH:29]=[CH:30]/[C:31]([O:33][CH3:34])=[O:32])=[N:27][CH:28]=1)[C:13]1[CH:18]=[CH:17][CH:16]=[CH:15][CH:14]=1.[CH3:35][C:36](O)=[O:37].C1C=CC2N(O)N=NC=2C=1, predict the reaction product. The product is: [C:36]([N:19]([CH2:12][C:13]1[CH:18]=[CH:17][CH:16]=[CH:15][CH:14]=1)[CH2:20][CH2:21][NH:22][C:23]1[N:24]=[CH:25][C:26](/[CH:29]=[CH:30]/[C:31]([O:33][CH3:34])=[O:32])=[N:27][CH:28]=1)(=[O:37])[CH3:35]. (2) Given the reactants [CH3:1][O:2][C:3](=[O:16])[CH:4]=[CH:5][CH:6]=[CH:7][CH2:8][S:9][C:10]1[CH:15]=[CH:14][CH:13]=[CH:12][CH:11]=1.I([O-])(=O)(=O)=[O:18].[Na+], predict the reaction product. The product is: [CH3:1][O:2][C:3](=[O:16])[CH:4]=[CH:5][CH:6]=[CH:7][CH2:8][S:9]([C:10]1[CH:15]=[CH:14][CH:13]=[CH:12][CH:11]=1)=[O:18].